This data is from Forward reaction prediction with 1.9M reactions from USPTO patents (1976-2016). The task is: Predict the product of the given reaction. (1) Given the reactants [NH:1]([C:16]([O:18][CH2:19][CH:20]1[C:32]2[C:27](=[CH:28][CH:29]=[CH:30][CH:31]=2)[C:26]2[C:21]1=[CH:22][CH:23]=[CH:24][CH:25]=2)=[O:17])[C@H:2]([C:13](O)=[O:14])[CH2:3][CH2:4][NH:5][C:6]([O:8][C:9]([CH3:12])([CH3:11])[CH3:10])=[O:7].ClC(OCC)=O.[BH4-].[Na+], predict the reaction product. The product is: [C:6]([NH:5][CH2:4][CH2:3][C@H:2]([NH:1][C:16]([O:18][CH2:19][CH:20]1[C:32]2[C:27](=[CH:28][CH:29]=[CH:30][CH:31]=2)[C:26]2[C:21]1=[CH:22][CH:23]=[CH:24][CH:25]=2)=[O:17])[CH2:13][OH:14])([O:8][C:9]([CH3:11])([CH3:12])[CH3:10])=[O:7]. (2) Given the reactants Cl.[Cl:2][C:3]1[CH:4]=[CH:5][C:6]2[N:15]3[C:11](=[N:12][N:13]=[C:14]3[C@H:16]3[CH2:21][CH2:20][C@H:19]([O:22][C:23]4[CH:28]=[CH:27][CH:26]=[CH:25][CH:24]=4)[CH2:18][CH2:17]3)[CH2:10][NH:9][CH2:8][C:7]=2[CH:29]=1.C(N(CC)CC)C.[C:37](Cl)(=[O:39])[CH3:38], predict the reaction product. The product is: [Cl:2][C:3]1[CH:4]=[CH:5][C:6]2[N:15]3[C:11](=[N:12][N:13]=[C:14]3[C@H:16]3[CH2:17][CH2:18][C@H:19]([O:22][C:23]4[CH:24]=[CH:25][CH:26]=[CH:27][CH:28]=4)[CH2:20][CH2:21]3)[CH2:10][N:9]([C:37](=[O:39])[CH3:38])[CH2:8][C:7]=2[CH:29]=1.